This data is from Full USPTO retrosynthesis dataset with 1.9M reactions from patents (1976-2016). The task is: Predict the reactants needed to synthesize the given product. (1) Given the product [CH2:42]([C:38]1[N:37]=[CH:36][C:35]([C:31]2[CH:30]=[C:29]([C:27]3[CH2:26][C:25](=[O:44])[NH:24][C:9]4[CH:10]=[C:11]([C:20]([F:21])([F:22])[F:23])[C:12]([O:47][CH2:46][C:48]([F:51])([F:50])[F:49])=[CH:13][C:8]=4[N:7]=3)[CH:34]=[CH:33][CH:32]=2)=[C:40]([CH3:41])[CH:39]=1)[CH3:43], predict the reactants needed to synthesize it. The reactants are: C(OC(=O)[NH:7][C:8]1[CH:13]=[C:12](OCC(F)(F)F)[C:11]([C:20]([F:23])([F:22])[F:21])=[CH:10][C:9]=1[NH:24][C:25](=[O:44])[CH2:26][C:27]([C:29]1[CH:34]=[CH:33][CH:32]=[C:31]([C:35]2[CH:36]=[N:37][C:38]([CH2:42][CH3:43])=[CH:39][C:40]=2[CH3:41])[CH:30]=1)=O)(C)(C)C.[C:46](O)([C:48]([F:51])([F:50])[F:49])=[O:47]. (2) The reactants are: [Cl:1][C:2]1[CH:3]=[C:4]2[C:10](=[O:11])[O:9][CH2:8][C:5]2=[N:6][CH:7]=1.[F:12][C:13]1[CH:18]=[CH:17][C:16]([OH:19])=[CH:15][CH:14]=1. Given the product [Cl:1][C:2]1[CH:7]=[N:6][C:5]([CH2:8][O:19][C:16]2[CH:17]=[CH:18][C:13]([F:12])=[CH:14][CH:15]=2)=[C:4]([CH:3]=1)[C:10]([OH:9])=[O:11], predict the reactants needed to synthesize it. (3) Given the product [CH2:8]([NH:12][C:13]1[N:21]=[C:20]2[C:16]([N:17]=[C:18]([O:22][CH3:23])[N:19]2[CH2:26][CH2:27][CH2:28][CH2:29][CH:30]2[CH2:35][CH2:34][O:33][CH2:32][CH2:31]2)=[C:15]([NH2:24])[N:14]=1)[CH2:9][CH2:10][CH3:11], predict the reactants needed to synthesize it. The reactants are: FC(F)(F)C(O)=O.[CH2:8]([NH:12][C:13]1[NH:21][C:20]2[C:16]([N:17]=[C:18]([O:22][CH3:23])[N:19]=2)=[C:15]([NH2:24])[N:14]=1)[CH2:9][CH2:10][CH3:11].Br[CH2:26][CH2:27][CH2:28][CH2:29][CH:30]1[CH2:35][CH2:34][O:33][CH2:32][CH2:31]1. (4) Given the product [CH3:2][O:1][C:3]1[CH:10]=[CH:9][C:6]([CH2:7][NH:8][C:40]([C:36]2[CH:35]=[C:34]3[C:39](=[CH:38][CH:37]=2)[N:31]([CH2:30][C:27]2[CH:26]=[CH:25][C:24]([C:19]4[C:18]([C:16]([OH:17])=[O:15])=[CH:23][CH:22]=[CH:21][CH:20]=4)=[CH:29][CH:28]=2)[C:32]([CH3:44])=[C:33]3[CH3:43])=[O:41])=[CH:5][CH:4]=1, predict the reactants needed to synthesize it. The reactants are: [O:1]([C:3]1[CH:10]=[CH:9][C:6]([CH2:7][NH2:8])=[CH:5][CH:4]=1)[CH3:2].C([O:15][C:16]([C:18]1[CH:23]=[CH:22][CH:21]=[CH:20][C:19]=1[C:24]1[CH:29]=[CH:28][C:27]([CH2:30][N:31]2[C:39]3[C:34](=[CH:35][C:36]([C:40](O)=[O:41])=[CH:37][CH:38]=3)[C:33]([CH3:43])=[C:32]2[CH3:44])=[CH:26][CH:25]=1)=[O:17])(C)(C)C.